This data is from Full USPTO retrosynthesis dataset with 1.9M reactions from patents (1976-2016). The task is: Predict the reactants needed to synthesize the given product. (1) Given the product [Br:1][C:2]1[CH:3]=[C:4]([N:8]2[C:16]3[CH:15]=[C:14]([O:17][CH2:18][CH3:19])[N:13]=[CH:12][C:11]=3[C:10]([C:20]([NH2:24])=[O:21])=[N:9]2)[CH:5]=[CH:6][CH:7]=1, predict the reactants needed to synthesize it. The reactants are: [Br:1][C:2]1[CH:3]=[C:4]([N:8]2[C:16]3[CH:15]=[C:14]([O:17][CH2:18][CH3:19])[N:13]=[CH:12][C:11]=3[C:10]([C:20](O)=[O:21])=[N:9]2)[CH:5]=[CH:6][CH:7]=1.[Cl-].[NH4+:24]. (2) The reactants are: [CH2:1]([C@:4]1([C:20]2[CH:25]=[CH:24][C:23]([F:26])=[CH:22][CH:21]=2)[CH2:9][CH2:8][N:7]([C@H:10]([C:12]2[CH:17]=[CH:16][C:15]([Br:18])=[CH:14][CH:13]=2)[CH3:11])[C:6](=[O:19])[CH2:5]1)[CH:2]=[CH2:3].B.C1C[O:31]CC1. Given the product [Br:18][C:15]1[CH:16]=[CH:17][C:12]([C@@H:10]([N:7]2[CH2:8][CH2:9][C@@:4]([C:20]3[CH:25]=[CH:24][C:23]([F:26])=[CH:22][CH:21]=3)([CH2:1][CH2:2][CH2:3][OH:31])[CH2:5][C:6]2=[O:19])[CH3:11])=[CH:13][CH:14]=1, predict the reactants needed to synthesize it.